From a dataset of Full USPTO retrosynthesis dataset with 1.9M reactions from patents (1976-2016). Predict the reactants needed to synthesize the given product. Given the product [F:22][C:21]1[C:16]([C:11]2[N:12]=[C:13]([CH3:15])[N:14]=[C:9]([N:8]([CH2:7][C:6]3[CH:48]=[CH:49][C:3]([O:2][CH3:1])=[CH:4][CH:5]=3)[CH2:39][C:40]3[CH:41]=[CH:42][C:43]([O:46][CH3:47])=[CH:44][CH:45]=3)[CH:10]=2)=[CH:17][C:18]([C@H:23]([N:25]2[CH2:30][CH2:29][NH:28][CH2:27][C@@H:26]2[CH3:38])[CH3:24])=[CH:19][N:20]=1, predict the reactants needed to synthesize it. The reactants are: [CH3:1][O:2][C:3]1[CH:49]=[CH:48][C:6]([CH2:7][N:8]([CH2:39][C:40]2[CH:45]=[CH:44][C:43]([O:46][CH3:47])=[CH:42][CH:41]=2)[C:9]2[N:14]=[C:13]([CH3:15])[N:12]=[C:11]([C:16]3[CH:17]=[C:18]([C@H:23]([N:25]4[CH2:30][CH2:29][N:28](C(OC(C)(C)C)=O)[CH2:27][C@@H:26]4[CH3:38])[CH3:24])[CH:19]=[N:20][C:21]=3[F:22])[CH:10]=2)=[CH:5][CH:4]=1.C(O)(C(F)(F)F)=O.